Predict which catalyst facilitates the given reaction. From a dataset of Catalyst prediction with 721,799 reactions and 888 catalyst types from USPTO. (1) Reactant: [NH2:1][CH2:2][CH2:3][CH2:4][C:5]1[S:9][C:8]([CH2:10][CH2:11][C:12]2[N:13]=[C:14]([NH:17][C:18](=[O:20])[CH3:19])[S:15][CH:16]=2)=[CH:7][CH:6]=1.[C:21]([O:25][C:26]([NH:28][C:29](N1C=CC=N1)=[N:30][C:31]([O:33][C:34]([CH3:37])([CH3:36])[CH3:35])=[O:32])=[O:27])([CH3:24])([CH3:23])[CH3:22]. Product: [C:18]([NH:17][C:14]1[S:15][CH:16]=[C:12]([CH2:11][CH2:10][C:8]2[S:9][C:5]([CH2:4][CH2:3][CH2:2][NH:1][CH:29]([NH:30][C:31](=[O:32])[O:33][C:34]([CH3:37])([CH3:36])[CH3:35])[NH:28][C:26](=[O:27])[O:25][C:21]([CH3:24])([CH3:23])[CH3:22])=[CH:6][CH:7]=2)[N:13]=1)(=[O:20])[CH3:19]. The catalyst class is: 7. (2) Product: [Cl:3][C:4]1[CH:5]=[CH:6][C:7]([CH2:8][N:9]2[C:17]3[C:12](=[CH:13][CH:14]=[CH:15][CH:16]=3)[C:11]([C:18](=[O:32])[C:19]([N:21]([C:22]3[CH:23]=[C:24]4[C:29](=[CH:30][CH:31]=3)[N:28]=[CH:27][CH:26]=[CH:25]4)[C:36](=[O:37])[O:38][CH3:39])=[O:20])=[CH:10]2)=[CH:33][CH:34]=1. Reactant: [H-].[Na+].[Cl:3][C:4]1[CH:34]=[CH:33][C:7]([CH2:8][N:9]2[C:17]3[C:12](=[CH:13][CH:14]=[CH:15][CH:16]=3)[C:11]([C:18](=[O:32])[C:19]([NH:21][C:22]3[CH:23]=[C:24]4[C:29](=[CH:30][CH:31]=3)[N:28]=[CH:27][CH:26]=[CH:25]4)=[O:20])=[CH:10]2)=[CH:6][CH:5]=1.Cl[C:36]([O:38][CH3:39])=[O:37].CCCCCCC.C(OCC)(=O)C. The catalyst class is: 20. (3) Reactant: [CH2:1]([NH:9][C:10]1[N:15]=[C:14]([N:16]2[C:25]3[N:24]=[C:23]([C:26]4[CH:31]=[CH:30][CH:29]=[CH:28][CH:27]=4)[C:22]([C:32](OCC)=[O:33])=[CH:21][C:20]=3[CH2:19][CH2:18][CH2:17]2)[CH:13]=[CH:12][N:11]=1)[CH2:2][C:3]1[CH:8]=[CH:7][CH:6]=[CH:5][CH:4]=1.[H-].[H-].[H-].[H-].[Li+].[Al+3].[O-]S([O-])(=O)=O.[Na+].[Na+]. Product: [CH2:1]([NH:9][C:10]1[N:15]=[C:14]([N:16]2[C:25]3[N:24]=[C:23]([C:26]4[CH:31]=[CH:30][CH:29]=[CH:28][CH:27]=4)[C:22]([CH2:32][OH:33])=[CH:21][C:20]=3[CH2:19][CH2:18][CH2:17]2)[CH:13]=[CH:12][N:11]=1)[CH2:2][C:3]1[CH:8]=[CH:7][CH:6]=[CH:5][CH:4]=1. The catalyst class is: 1. (4) Reactant: C([O:3][C:4]([C@H:6]1[CH2:11][CH2:10][C@H:9]([O:12][CH:13]([CH2:26][OH:27])[CH2:14]OS(C2C=CC(C)=CC=2)(=O)=O)[CH2:8][CH2:7]1)=[O:5])C.CC(C)([O-])C.[K+].[OH-].[Na+]. Product: [O:27]1[CH2:14][CH:13]([O:12][C@H:9]2[CH2:8][CH2:7][C@H:6]([C:4]([OH:3])=[O:5])[CH2:11][CH2:10]2)[CH2:26]1. The catalyst class is: 11. (5) Reactant: [NH2:1][C@H:2]1[C:11]2[C:6](=[CH:7][CH:8]=[C:9]([F:12])[CH:10]=2)[N:5]([C:13](=[O:15])[CH3:14])[C@@H:4]([CH:16]2[CH2:18][CH2:17]2)[C@@H:3]1[CH3:19].Br[C:21]1[CH:28]=[CH:27][C:24]([C:25]#[N:26])=[CH:23][CH:22]=1.CC(C)([O-])C.[Na+].CN(C1C(C2C(P(C3CCCCC3)C3CCCCC3)=CC=CC=2)=CC=CC=1)C. Product: [C:13]([N:5]1[C:6]2[C:11](=[CH:10][C:9]([F:12])=[CH:8][CH:7]=2)[C@H:2]([NH:1][C:21]2[CH:28]=[CH:27][C:24]([C:25]#[N:26])=[CH:23][CH:22]=2)[C@@H:3]([CH3:19])[C@@H:4]1[CH:16]1[CH2:18][CH2:17]1)(=[O:15])[CH3:14]. The catalyst class is: 62.